This data is from Full USPTO retrosynthesis dataset with 1.9M reactions from patents (1976-2016). The task is: Predict the reactants needed to synthesize the given product. (1) Given the product [Cl:7][CH2:8][CH2:9][CH2:10][N:11]1[CH2:15][CH2:14][CH2:13][CH2:12]1, predict the reactants needed to synthesize it. The reactants are: C(O)(=O)C(O)=O.[Cl:7][CH2:8][CH2:9][CH2:10][N:11]1[CH2:15][CH2:14][CH2:13][CH2:12]1.C(OC)(C)(C)C.[OH-].[K+]. (2) Given the product [CH2:1]([O:3][C:4](=[O:41])[C:5]1[CH:6]=[CH:7][C:8]([C:11]2[NH:40][C:14]3[N:15]=[CH:16][N:17]=[C:18]([O:19][C:20]4[C:21]([F:30])=[C:22]5[C:26](=[CH:27][CH:28]=4)[NH:25][C:24]([CH3:29])=[CH:23]5)[C:13]=3[CH:12]=2)=[CH:9][CH:10]=1)[CH3:2], predict the reactants needed to synthesize it. The reactants are: [CH2:1]([O:3][C:4](=[O:41])[C:5]1[CH:10]=[CH:9][C:8]([C:11]2[N:40]=[C:14]3[N:15](CC4C=CC(OC)=CC=4)[CH:16]=[N:17][C:18]([O:19][C:20]4[C:21]([F:30])=[C:22]5[C:26](=[CH:27][CH:28]=4)[NH:25][C:24]([CH3:29])=[CH:23]5)=[C:13]3[CH:12]=2)=[CH:7][CH:6]=1)[CH3:2]. (3) Given the product [N:35]([CH2:11][C@H:10]([NH:13][C:14](=[O:20])[O:15][C:16]([CH3:19])([CH3:18])[CH3:17])[CH2:9][O:8][CH2:1][C:2]1[CH:7]=[CH:6][CH:5]=[CH:4][CH:3]=1)=[N+:36]=[N-:37], predict the reactants needed to synthesize it. The reactants are: [CH2:1]([O:8][CH2:9][C@@H:10]([NH:13][C:14](=[O:20])[O:15][C:16]([CH3:19])([CH3:18])[CH3:17])[CH2:11]O)[C:2]1[CH:7]=[CH:6][CH:5]=[CH:4][CH:3]=1.CCN(C(C)C)C(C)C.CN(C=O)C.[N-:35]=[N+:36]=[N-:37].[Na+].